From a dataset of Forward reaction prediction with 1.9M reactions from USPTO patents (1976-2016). Predict the product of the given reaction. (1) Given the reactants [CH3:1]N(C=O)C.C(O)(=O)C.C(OCC)(OCC)OCC.[Cl:20][C:21]1[CH:26]=[CH:25][CH:24]=[CH:23][C:22]=1[C:27]1[N:28]=[C:29]2[CH:34]=[CH:33][CH:32]=[CH:31][N:30]2[C:35]=1[C:36](=[N:45][NH2:46])[NH:37][C:38]1[CH:43]=[CH:42][C:41]([Cl:44])=[CH:40][CH:39]=1, predict the reaction product. The product is: [Cl:20][C:21]1[CH:26]=[CH:25][CH:24]=[CH:23][C:22]=1[C:27]1[N:28]=[C:29]2[CH:34]=[CH:33][CH:32]=[CH:31][N:30]2[C:35]=1[C:36]1[N:37]([C:38]2[CH:39]=[CH:40][C:41]([Cl:44])=[CH:42][CH:43]=2)[CH:1]=[N:46][N:45]=1. (2) Given the reactants Br[C:2]1[CH:3]=[C:4]([O:9][C:10]2[CH:15]=[CH:14][CH:13]=[CH:12][CH:11]=2)[C:5]([NH2:8])=[N:6][CH:7]=1.C[Li].C([Li])CCC.N1C=CC=C(S[S:30][C:31]2[CH:36]=[CH:35][CH:34]=[CH:33][N:32]=2)C=1.[NH4+].[Cl-], predict the reaction product. The product is: [O:9]([C:4]1[C:5]([NH2:8])=[N:6][CH:7]=[C:2]([S:30][C:31]2[CH:36]=[CH:35][CH:34]=[CH:33][N:32]=2)[CH:3]=1)[C:10]1[CH:15]=[CH:14][CH:13]=[CH:12][CH:11]=1. (3) The product is: [Br:1][C:2]1[CH:3]=[CH:4][C:5]([O:16][CH2:17][C:18]2[CH:19]=[CH:20][C:21]([Cl:24])=[CH:22][CH:23]=2)=[C:6]([CH2:8][N:9]2[CH2:14][CH2:13][C:12](=[O:15])[CH:11]([CH3:26])[CH2:10]2)[CH:7]=1. Given the reactants [Br:1][C:2]1[CH:3]=[CH:4][C:5]([O:16][CH2:17][C:18]2[CH:23]=[CH:22][C:21]([Cl:24])=[CH:20][CH:19]=2)=[C:6]([CH2:8][N:9]2[CH2:14][CH2:13][C:12](=[O:15])[CH2:11][CH2:10]2)[CH:7]=1.[Li+].[CH3:26]C([N-]C(C)C)C.CI, predict the reaction product. (4) Given the reactants [Cl:1][C:2]1[CH:7]=[C:6]([Cl:8])[CH:5]=[C:4]([Cl:9])[C:3]=1[N:10]1[C:14]2=[N:15][C:16]([CH2:20][C:21]3[CH:26]=[CH:25][CH:24]=[C:23]([O:27]C)[CH:22]=3)=[N:17][C:18](=[O:19])[C:13]2=[C:12]([CH:29]([CH3:31])[CH3:30])[NH:11]1.B(Br)(Br)Br, predict the reaction product. The product is: [Cl:1][C:2]1[CH:7]=[C:6]([Cl:8])[CH:5]=[C:4]([Cl:9])[C:3]=1[N:10]1[C:14]2=[N:15][C:16]([CH2:20][C:21]3[CH:26]=[CH:25][CH:24]=[C:23]([OH:27])[CH:22]=3)=[N:17][C:18](=[O:19])[C:13]2=[C:12]([CH:29]([CH3:31])[CH3:30])[NH:11]1. (5) Given the reactants [NH2:1][C:2]1[CH:12]=[CH:11][C:5]([C:6]([O:8][CH2:9][CH3:10])=[O:7])=[CH:4][CH:3]=1.[CH:13](=O)[CH3:14].[CH:16](/[NH:19][C:20](=[O:29])[O:21]CC1C=CC=CC=1)=[CH:17]\[CH3:18].Cl[C:63]1[CH:64]=[CH:65][C:60]([C:59]2C3OP(=O)(O)OC4[C:59]([C:60]5[CH:65]=[CH:64][C:63](Cl)=[CH:62][CH:61]=5)=CC5CCCCC=5C=4C=3C3CCCCC=3C=2)=[CH:61][CH:62]=1, predict the reaction product. The product is: [CH2:59]([O:21][C:20]([NH:19][C@H:16]1[C:3]2[C:2](=[CH:12][CH:11]=[C:5]([C:6]([O:8][CH2:9][CH3:10])=[O:7])[CH:4]=2)[NH:1][C@@H:13]([CH3:14])[C@@H:17]1[CH3:18])=[O:29])[C:60]1[CH:61]=[CH:62][CH:63]=[CH:64][CH:65]=1. (6) Given the reactants [Br:1][C:2]1[C:3](Cl)=[N:4][CH:5]=[CH:6][CH:7]=1.[CH3:9][C@@H:10]1[CH2:15][NH:14][CH2:13][CH2:12][NH:11]1.C(N(CC)C(C)C)(C)C, predict the reaction product. The product is: [Br:1][C:2]1[C:3]([N:11]2[CH2:12][CH2:13][NH:14][CH2:15][C@H:10]2[CH3:9])=[N:4][CH:5]=[CH:6][CH:7]=1.